From a dataset of Reaction yield outcomes from USPTO patents with 853,638 reactions. Predict the reaction yield, written as a fraction of the theoretical maximum amount of product (1.0 means a 100% yield; for example, 0.34 means a 34% yield). (1) The yield is 0.240. The catalyst is O. The reactants are [Cl-].O[NH3+:3].[C:4](=[O:7])([O-])[OH:5].[Na+].CS(C)=O.[CH2:13]([O:15][C:16]1[N:17]([CH2:30][C:31]2[CH:36]=[CH:35][C:34]([C:37]3[C:38]([C:43]#[N:44])=[CH:39][CH:40]=[CH:41][CH:42]=3)=[CH:33][CH:32]=2)[C:18](=[O:29])[C:19]([C:23]2[CH:28]=[CH:27][CH:26]=[CH:25][CH:24]=2)=[C:20]([CH3:22])[N:21]=1)[CH3:14]. The product is [CH2:13]([O:15][C:16]1[N:17]([CH2:30][C:31]2[CH:32]=[CH:33][C:34]([C:37]3[CH:42]=[CH:41][CH:40]=[CH:39][C:38]=3[C:43]3[NH:3][C:4](=[O:7])[O:5][N:44]=3)=[CH:35][CH:36]=2)[C:18](=[O:29])[C:19]([C:23]2[CH:24]=[CH:25][CH:26]=[CH:27][CH:28]=2)=[C:20]([CH3:22])[N:21]=1)[CH3:14]. (2) The reactants are [C:1](O)(=[O:5])[CH:2]([CH3:4])[CH3:3].Cl.C(N=C=NCCCN(C)C)C.OC1C2N=NNC=2C=CC=1.C(N(CC)CC)C.Cl.[CH3:37][C:38]1[C:46]([O:47][C@@H:48]2[CH2:53][CH2:52][CH2:51][C@H:50]([NH2:54])[CH2:49]2)=[CH:45][CH:44]=[C:43]2[C:39]=1[CH:40]=[N:41][NH:42]2. The catalyst is CN(C)C=O. The product is [CH3:3][CH:2]([CH3:4])[C:1]([NH:54][C@H:50]1[CH2:51][CH2:52][CH2:53][C@@H:48]([O:47][C:46]2[C:38]([CH3:37])=[C:39]3[C:43](=[CH:44][CH:45]=2)[NH:42][N:41]=[CH:40]3)[CH2:49]1)=[O:5]. The yield is 0.770. (3) The reactants are [F:1][C:2]1[CH:7]=[CH:6][C:5]([C:8]2[N:9]=[C:10]([CH3:13])[NH:11][CH:12]=2)=[CH:4][C:3]=1[CH3:14].[Br:15]N1C(=O)CCC1=O. The catalyst is C(#N)C. The product is [Br:15][C:12]1[NH:11][C:10]([CH3:13])=[N:9][C:8]=1[C:5]1[CH:6]=[CH:7][C:2]([F:1])=[C:3]([CH3:14])[CH:4]=1. The yield is 0.570. (4) The reactants are [S:1]1[CH:5]=[C:4]([C:6]2[CH2:12][CH:11]3[NH:13][CH:8]([CH2:9][CH2:10]3)[CH:7]=2)[N:3]=[CH:2]1.C(Cl)CCl.[CH:18]1C=N[C:21]2N(O)N=N[C:20]=2[CH:19]=1.C(N(CC)C(C)C)(C)C.[Cl:37][C:38]1[N:42]2[CH:43]=[C:44](C3OC=CC=3)[CH:45]=[C:46]([C:47]([F:50])([F:49])[F:48])[C:41]2=[N:40][C:39]=1[C:56]([OH:58])=O.CN(C=[O:63])C. No catalyst specified. The product is [Cl:37][C:38]1[N:42]2[CH:43]=[C:44]([C:19]3[CH:20]=[CH:21][O:63][CH:18]=3)[CH:45]=[C:46]([C:47]([F:49])([F:48])[F:50])[C:41]2=[N:40][C:39]=1[C:56]([N:13]1[CH:11]2[CH2:10][CH2:9][CH:8]1[CH:7]=[C:6]([C:4]1[N:3]=[CH:2][S:1][CH:5]=1)[CH2:12]2)=[O:58]. The yield is 0.250.